From a dataset of Catalyst prediction with 721,799 reactions and 888 catalyst types from USPTO. Predict which catalyst facilitates the given reaction. Reactant: [CH:1]1([C:4]2[CH:5]=[CH:6][C:7]([CH:20]([C:22]3[CH:27]=[CH:26][C:25](SC4CC4)=[CH:24][CH:23]=3)[OH:21])=[N:8][C:9]=2[O:10][CH2:11][C:12]2[CH:17]=[CH:16][C:15]([O:18][CH3:19])=[CH:14][CH:13]=2)[CH2:3][CH2:2]1.ClC1C=CC=[C:35]([C:39](OO)=O)[CH:34]=1.[S:43]([O-:47])([O-])(=[O:45])=S.[Na+].[Na+].C(=O)([O-])[O-].[K+].[K+]. The catalyst class is: 22. Product: [CH:1]1([C:4]2[CH:5]=[CH:6][C:7]([CH:20]([C:22]3[CH:23]=[CH:24][C:25]([S:43]([CH:39]4[CH2:35][CH2:34]4)(=[O:47])=[O:45])=[CH:26][CH:27]=3)[OH:21])=[N:8][C:9]=2[O:10][CH2:11][C:12]2[CH:17]=[CH:16][C:15]([O:18][CH3:19])=[CH:14][CH:13]=2)[CH2:3][CH2:2]1.